This data is from Reaction yield outcomes from USPTO patents with 853,638 reactions. The task is: Predict the reaction yield, written as a fraction of the theoretical maximum amount of product (1.0 means a 100% yield; for example, 0.34 means a 34% yield). (1) The reactants are [C:1]([C:3]1[C:4]([C:21]2[CH:26]=[CH:25][C:24]([Cl:27])=[CH:23][C:22]=2[Cl:28])=[C:5]([C:16]([O:18]CC)=[O:17])[S:6][C:7]=1[N:8]1[CH2:13][CH2:12][O:11][CH:10]([CH2:14][F:15])[CH2:9]1)#[N:2].[OH-].[Na+].CCO.O. No catalyst specified. The product is [C:1]([C:3]1[C:4]([C:21]2[CH:26]=[CH:25][C:24]([Cl:27])=[CH:23][C:22]=2[Cl:28])=[C:5]([C:16]([OH:18])=[O:17])[S:6][C:7]=1[N:8]1[CH2:13][CH2:12][O:11][CH:10]([CH2:14][F:15])[CH2:9]1)#[N:2]. The yield is 0.990. (2) The reactants are Br[C:2]1[C:3]([F:19])=[CH:4][C:5]2[O:11][CH2:10][CH2:9][N:8]3[CH:12]=[C:13]([C:15]([NH2:17])=[O:16])[N:14]=[C:7]3[C:6]=2[CH:18]=1.[C:20]([C:22]1([OH:26])[CH2:25][O:24][CH2:23]1)#[CH:21]. No catalyst specified. The product is [F:19][C:3]1[C:2]([C:21]#[C:20][C:22]2([OH:26])[CH2:25][O:24][CH2:23]2)=[CH:18][C:6]2[C:7]3[N:8]([CH:12]=[C:13]([C:15]([NH2:17])=[O:16])[N:14]=3)[CH2:9][CH2:10][O:11][C:5]=2[CH:4]=1. The yield is 0.830. (3) The product is [NH2:8][C:7]1[C:2]([F:1])=[CH:3][C:4]([OH:18])=[C:5]([N:11]2[C:15](=[O:16])[N:14]([CH3:17])[N:13]=[N:12]2)[CH:6]=1. The yield is 0.990. The reactants are [F:1][C:2]1[C:7]([N+:8]([O-])=O)=[CH:6][C:5]([N:11]2[C:15](=[O:16])[N:14]([CH3:17])[N:13]=[N:12]2)=[C:4]([OH:18])[CH:3]=1.CCO.CC(O)=O.CC1C=C2N=C3C(=NC(NC3=O)=O)N(C[C@H](O)[C@H](O)[C@H](O)CO)C2=CC=1C. The catalyst is O.[Pd]. (4) The reactants are [Cl:1][C:2]1[CH:7]=[CH:6][C:5]([N:8]([CH2:31][CH3:32])[C:9]([C@@H:11]2[C:20]3[C:15](=[CH:16][CH:17]=[CH:18][CH:19]=3)[N:14]([C:21](=[O:29])[C:22]3[CH:27]=[CH:26][C:25]([OH:28])=[CH:24][CH:23]=3)[C@@H:13]([CH3:30])[CH2:12]2)=[O:10])=[CH:4][CH:3]=1.C(=O)([O-])[O-].[K+].[K+].[CH2:39]([O:41][C:42](=[O:47])[CH2:43][CH2:44][CH2:45]Br)[CH3:40]. The catalyst is CN(C)C=O. The product is [CH2:39]([O:41][C:42](=[O:47])[CH2:43][CH2:44][CH2:45][O:28][C:25]1[CH:24]=[CH:23][C:22]([C:21]([N:14]2[C:15]3[C:20](=[CH:19][CH:18]=[CH:17][CH:16]=3)[C@@H:11]([C:9](=[O:10])[N:8]([C:5]3[CH:4]=[CH:3][C:2]([Cl:1])=[CH:7][CH:6]=3)[CH2:31][CH3:32])[CH2:12][C@@H:13]2[CH3:30])=[O:29])=[CH:27][CH:26]=1)[CH3:40].[CH2:39]([O:41][C:42](=[O:47])[CH2:43][CH2:44][CH2:45][O:28][C:25]1[CH:24]=[CH:23][C:22]([C:21]([N:14]2[C:15]3[C:20](=[CH:19][CH:18]=[CH:17][CH:16]=3)[C@H:11]([C:9](=[O:10])[N:8]([C:5]3[CH:4]=[CH:3][C:2]([Cl:1])=[CH:7][CH:6]=3)[CH2:31][CH3:32])[CH2:12][C@@H:13]2[CH3:30])=[O:29])=[CH:27][CH:26]=1)[CH3:40]. The yield is 0.880. (5) The reactants are [NH2:1][C:2]1[CH:3]=[CH:4][C:5]([Cl:16])=[C:6]([CH:15]=1)[C:7]([NH:9][CH2:10][C:11]([F:14])([F:13])[F:12])=[O:8].[F:17][C:18]([F:35])([C:23]1[C:27]([C:28]([F:31])([F:30])[F:29])=[C:26]([C:32](Cl)=[O:33])[NH:25][N:24]=1)[C:19]([F:22])([F:21])[F:20]. The catalyst is ClCCl.[Ag]C#N. The product is [Cl:16][C:5]1[CH:4]=[CH:3][C:2]([NH:1][C:32]([C:26]2[NH:25][N:24]=[C:23]([C:18]([F:17])([F:35])[C:19]([F:20])([F:21])[F:22])[C:27]=2[C:28]([F:31])([F:29])[F:30])=[O:33])=[CH:15][C:6]=1[C:7](=[O:8])[NH:9][CH2:10][C:11]([F:12])([F:13])[F:14]. The yield is 0.110. (6) The reactants are [CH2:1]([NH:3][CH2:4][CH2:5][NH:6][C:7]([C:9]1[CH:18]=[N:17][C:16]2[C:11](=[CH:12][CH:13]=[C:14]([I:19])[CH:15]=2)[N:10]=1)=[O:8])[CH3:2].[CH2:20](Br)[C:21]#[CH:22].C(N(CC)CC)C.O. The catalyst is C(O)C. The product is [CH2:1]([N:3]([CH2:4][CH2:5][NH:6][C:7]([C:9]1[CH:18]=[N:17][C:16]2[C:11](=[CH:12][CH:13]=[C:14]([I:19])[CH:15]=2)[N:10]=1)=[O:8])[CH2:22][C:21]#[CH:20])[CH3:2]. The yield is 0.950. (7) The reactants are [F:1][C:2]1[CH:38]=[C:37]([F:39])[CH:36]=[CH:35][C:3]=1[O:4][C:5]1[C:13]2[N:12]=[CH:11][N:10]([CH3:14])[C:9]=2[CH:8]=[CH:7][C:6]=1[C:15]1[C:16]2[CH:24]=[CH:23][N:22]([S:25]([C:28]3[CH:33]=[CH:32][C:31]([CH3:34])=[CH:30][CH:29]=3)(=[O:27])=[O:26])[C:17]=2[C:18](=[O:21])[NH:19][CH:20]=1.[CH3:40][C:41](C)([O-])C.[K+].ICC. The catalyst is O1CCCC1. The product is [F:1][C:2]1[CH:38]=[C:37]([F:39])[CH:36]=[CH:35][C:3]=1[O:4][C:5]1[C:13]2[N:12]=[CH:11][N:10]([CH3:14])[C:9]=2[CH:8]=[CH:7][C:6]=1[C:15]1[C:16]2[CH:24]=[CH:23][N:22]([S:25]([C:28]3[CH:33]=[CH:32][C:31]([CH3:34])=[CH:30][CH:29]=3)(=[O:27])=[O:26])[C:17]=2[C:18](=[O:21])[N:19]([CH2:40][CH3:41])[CH:20]=1. The yield is 0.440.